Dataset: Forward reaction prediction with 1.9M reactions from USPTO patents (1976-2016). Task: Predict the product of the given reaction. (1) The product is: [F:1][C:2]1[CH:7]=[C:6]([C:8]([N:34]2[CH2:38][CH2:37][CH2:36][C@@H:35]2[CH2:39][OH:40])=[O:9])[CH:5]=[CH:4][C:3]=1[C:11]1[CH:16]=[CH:15][C:14]([O:17][CH2:18][CH:19]2[CH2:20][CH2:21][N:22]([CH2:25][C:26]3([C:30]([F:31])([F:32])[F:33])[CH2:29][CH2:28][CH2:27]3)[CH2:23][CH2:24]2)=[CH:13][CH:12]=1. Given the reactants [F:1][C:2]1[CH:7]=[C:6]([C:8](O)=[O:9])[CH:5]=[CH:4][C:3]=1[C:11]1[CH:16]=[CH:15][C:14]([O:17][CH2:18][CH:19]2[CH2:24][CH2:23][N:22]([CH2:25][C:26]3([C:30]([F:33])([F:32])[F:31])[CH2:29][CH2:28][CH2:27]3)[CH2:21][CH2:20]2)=[CH:13][CH:12]=1.[NH:34]1[CH2:38][CH2:37][CH2:36][C@@H:35]1[CH2:39][OH:40].C1C=CC2N(O)N=NC=2C=1.C(Cl)CCl.CCN(C(C)C)C(C)C, predict the reaction product. (2) Given the reactants Br[CH:2]([C:16]1[CH:21]=[CH:20][CH:19]=[CH:18][CH:17]=1)[C:3]([C:5]1[CH:6]=[CH:7][C:8]2[O:13][CH2:12][C:11](=[O:14])[NH:10][C:9]=2[CH:15]=1)=O.[C:22]([NH2:25])(=[S:24])[CH3:23], predict the reaction product. The product is: [CH3:23][C:22]1[S:24][C:2]([C:16]2[CH:21]=[CH:20][CH:19]=[CH:18][CH:17]=2)=[C:3]([C:5]2[CH:6]=[CH:7][C:8]3[O:13][CH2:12][C:11](=[O:14])[NH:10][C:9]=3[CH:15]=2)[N:25]=1. (3) Given the reactants Cl[C:2]1[CH:10]=[CH:9][C:5]([C:6]([OH:8])=[O:7])=[CH:4][C:3]=1[N+:11]([O-])=O.[CH2:14](N)C(C)C.[Cl:19][C:20]1[CH:57]=[CH:56][C:23]([C:24]2[C:29]([C:30]3[CH:39]=[CH:38][C:37]4[C:32](=[CH:33][CH:34]=[C:35]([C:40]5N(CC)C6C=C[C:49](C(O)=O)=[CH:50][C:42]=6[N:41]=5)[CH:36]=4)[N:31]=3)=[CH:28][C:27]([O:54][CH3:55])=[CH:26][CH:25]=2)=[CH:22][CH:21]=1, predict the reaction product. The product is: [Cl:19][C:20]1[CH:21]=[CH:22][C:23]([C:24]2[C:29]([C:30]3[CH:39]=[CH:38][C:37]4[C:32](=[CH:33][CH:34]=[C:35]([C:40]5[N:41]([CH2:42][CH:50]([CH3:14])[CH3:49])[C:2]6[CH:10]=[CH:9][C:5]([C:6]([OH:8])=[O:7])=[CH:4][C:3]=6[N:11]=5)[CH:36]=4)[N:31]=3)=[CH:28][C:27]([O:54][CH3:55])=[CH:26][CH:25]=2)=[CH:56][CH:57]=1.